This data is from Reaction yield outcomes from USPTO patents with 853,638 reactions. The task is: Predict the reaction yield, written as a fraction of the theoretical maximum amount of product (1.0 means a 100% yield; for example, 0.34 means a 34% yield). The reactants are [Br:1][C:2]1[CH:7]=[CH:6][C:5]([CH2:8][C@@H:9]([NH:14][C:15]([O:17][C:18]([CH3:21])([CH3:20])[CH3:19])=[O:16])[CH2:10][C:11]([OH:13])=[O:12])=[CH:4][CH:3]=1.C([O-])(O)=O.[Na+].[CH2:27](I)[CH3:28]. The catalyst is CN(C=O)C. The product is [Br:1][C:2]1[CH:3]=[CH:4][C:5]([CH2:8][C@@H:9]([NH:14][C:15]([O:17][C:18]([CH3:21])([CH3:20])[CH3:19])=[O:16])[CH2:10][C:11]([O:13][CH2:27][CH3:28])=[O:12])=[CH:6][CH:7]=1. The yield is 0.940.